Dataset: Catalyst prediction with 721,799 reactions and 888 catalyst types from USPTO. Task: Predict which catalyst facilitates the given reaction. Reactant: [N+:1]([CH2:3][C:4]([O:6][CH2:7][CH3:8])=[O:5])#[C-:2].N12CCCN=C1CCCCC2.[C:20](O[C:20](=[O:27])[C:21]1[CH:26]=[CH:25][CH:24]=[CH:23][CH:22]=1)(=[O:27])[C:21]1[CH:26]=[CH:25][CH:24]=[CH:23][CH:22]=1. Product: [C:21]1([C:20]2[O:27][CH:2]=[N:1][C:3]=2[C:4]([O:6][CH2:7][CH3:8])=[O:5])[CH:26]=[CH:25][CH:24]=[CH:23][CH:22]=1. The catalyst class is: 7.